This data is from Drug-target binding data from BindingDB using Kd measurements. The task is: Regression. Given a target protein amino acid sequence and a drug SMILES string, predict the binding affinity score between them. We predict pKd (pKd = -log10(Kd in M); higher means stronger binding). Dataset: bindingdb_kd. The compound is Cc1cc(Nc2ncc3cc(-c4c(Cl)cccc4Cl)c(=O)n(C)c3n2)ccc1F. The target protein sequence is HHSTVADGLITTLHYPAPKRNKPTVYGVSPNYDKWEMERTDITMKHKLGGGQYGEVYEGVWKKYSLTVAVKTLKEDTMEVEEFLKEAAVMKEIKHPNLVQLLGVCTREPPFYIITEFMTYGNLLDYLRECNRQEVNAVVLLYMATQISSATEYLEKKNFIHRDLAARNCLVGENHLVKVADFGLSRLMTGDTYTAHAGAKFPIKWTAPESLAYNKFSIKSDVWAFGVLLWEIATYGMSPYPGIDLSQVYELLEKDYRMERPEGCPEKVYELMRACWQWNPSDRPSFAEIHQAFETMFQES. The pKd is 9.1.